Dataset: Forward reaction prediction with 1.9M reactions from USPTO patents (1976-2016). Task: Predict the product of the given reaction. (1) Given the reactants Cl[C:2]1[C:7]([C:8]#[N:9])=[CH:6][N:5]=[C:4]([C:10]([N:12]2[C:20]3[C:15](=[CH:16][C:17]([F:21])=[CH:18][CH:19]=3)[CH2:14][CH2:13]2)=[O:11])[CH:3]=1.[CH3:22][O:23][C:24]1[CH:25]=[CH:26][C:27]2[NH:33][C:32](=[O:34])[N:31]([CH:35]3[CH2:40][CH2:39][NH:38][CH2:37][CH2:36]3)[CH2:30][CH2:29][C:28]=2[CH:41]=1.C(=O)([O-])[O-].[K+].[K+], predict the reaction product. The product is: [F:21][C:17]1[CH:16]=[C:15]2[C:20](=[CH:19][CH:18]=1)[N:12]([C:10]([C:4]1[N:5]=[CH:6][C:7]([C:8]#[N:9])=[C:2]([N:38]3[CH2:37][CH2:36][CH:35]([N:31]4[CH2:30][CH2:29][C:28]5[CH:41]=[C:24]([O:23][CH3:22])[CH:25]=[CH:26][C:27]=5[NH:33][C:32]4=[O:34])[CH2:40][CH2:39]3)[CH:3]=1)=[O:11])[CH2:13][CH2:14]2. (2) The product is: [CH3:1][C:2]1[N:7]=[CH:6][C:5]([CH2:8][O:9][C:10]2[CH:15]=[CH:14][N:13]([C:18]3[CH:23]=[CH:22][C:21]4[C:24]5[CH2:25][N:26]([C:32]([O:34][C:35]([CH3:38])([CH3:37])[CH3:36])=[O:33])[CH2:27][CH2:28][CH2:29][C:30]=5[O:31][C:20]=4[CH:19]=3)[C:12](=[O:16])[CH:11]=2)=[CH:4][CH:3]=1. Given the reactants [CH3:1][C:2]1[N:7]=[CH:6][C:5]([CH2:8][O:9][C:10]2[CH:15]=[CH:14][NH:13][C:12](=[O:16])[CH:11]=2)=[CH:4][CH:3]=1.Br[C:18]1[CH:23]=[CH:22][C:21]2[C:24]3[CH2:25][N:26]([C:32]([O:34][C:35]([CH3:38])([CH3:37])[CH3:36])=[O:33])[CH2:27][CH2:28][CH2:29][C:30]=3[O:31][C:20]=2[CH:19]=1.C([O-])([O-])=O.[Cs+].[Cs+].CN[C@@H]1CCCC[C@H]1NC, predict the reaction product. (3) Given the reactants [CH2:1]([C:8]1[CH:9]=[N:10][C:11]2[C:16]([C:17]=1[C:18]1[CH:19]=[C:20]([NH2:24])[CH:21]=[CH:22][CH:23]=1)=[CH:15][CH:14]=[CH:13][C:12]=2[C:25]([F:28])([F:27])[F:26])[C:2]1[CH:7]=[CH:6][CH:5]=[CH:4][CH:3]=1.[F:29][C:30]([F:47])([F:46])[C:31]1[CH:32]=[C:33]([CH:43]=[CH:44][CH:45]=1)[O:34][C:35]1[CH:36]=[C:37]([CH:40]=[CH:41][CH:42]=1)[CH:38]=O, predict the reaction product. The product is: [CH2:1]([C:8]1[CH:9]=[N:10][C:11]2[C:16]([C:17]=1[C:18]1[CH:19]=[C:20]([NH:24][CH2:38][C:37]3[CH:40]=[CH:41][CH:42]=[C:35]([O:34][C:33]4[CH:43]=[CH:44][CH:45]=[C:31]([C:30]([F:29])([F:46])[F:47])[CH:32]=4)[CH:36]=3)[CH:21]=[CH:22][CH:23]=1)=[CH:15][CH:14]=[CH:13][C:12]=2[C:25]([F:28])([F:26])[F:27])[C:2]1[CH:3]=[CH:4][CH:5]=[CH:6][CH:7]=1. (4) The product is: [CH3:4][C:2]([Si:5]([CH3:7])([CH3:6])[O:8][CH2:9][CH2:10][C:11]1[O:12][C:13]([CH2:16][CH2:17][O:18][CH2:21][C:22]2[CH:27]=[CH:26][CH:25]=[CH:24][CH:23]=2)=[CH:14][CH:15]=1)([CH3:1])[CH3:3]. Given the reactants [CH3:1][C:2]([Si:5]([O:8][CH2:9][CH2:10][C:11]1[O:12][C:13]([CH2:16][CH2:17][OH:18])=[CH:14][CH:15]=1)([CH3:7])[CH3:6])([CH3:4])[CH3:3].[H-].[Na+].[CH2:21](Br)[C:22]1[CH:27]=[CH:26][CH:25]=[CH:24][CH:23]=1.O, predict the reaction product. (5) Given the reactants [Cl:1][C:2]1[CH:3]=[CH:4][C:5]([NH2:8])=[N:6][CH:7]=1.[Br:9]Br, predict the reaction product. The product is: [Br:9][C:4]1[C:5]([NH2:8])=[N:6][CH:7]=[C:2]([Cl:1])[CH:3]=1. (6) Given the reactants [Cl:1][C:2]1[CH:3]=[C:4]([O:12][C@@H:13]([C@H:15]2[CH2:19][N:18]([C@@H:20]([C:22]3[CH:27]=[CH:26][C:25]([O:28][CH3:29])=[CH:24][CH:23]=3)[CH3:21])[C:17](=[O:30])[CH2:16]2)[CH3:14])[C:5]2[N:6]([N:8]=[CH:9][C:10]=2I)[CH:7]=1.[Br-].[CH:32]1([Zn+])[CH2:34][CH2:33]1, predict the reaction product. The product is: [Cl:1][C:2]1[CH:3]=[C:4]([O:12][C@@H:13]([C@H:15]2[CH2:19][N:18]([C@@H:20]([C:22]3[CH:27]=[CH:26][C:25]([O:28][CH3:29])=[CH:24][CH:23]=3)[CH3:21])[C:17](=[O:30])[CH2:16]2)[CH3:14])[C:5]2[N:6]([N:8]=[CH:9][C:10]=2[CH:32]2[CH2:34][CH2:33]2)[CH:7]=1.